This data is from Full USPTO retrosynthesis dataset with 1.9M reactions from patents (1976-2016). The task is: Predict the reactants needed to synthesize the given product. (1) The reactants are: [NH:1]1[CH:5]=[C:4]([C:6]2[CH:22]=[CH:21][C:9]3[C:10]4[N:11]=[C:12]([C:18]([OH:20])=O)[S:13][C:14]=4[CH2:15][CH2:16][O:17][C:8]=3[CH:7]=2)[CH:3]=[N:2]1.[CH3:23][C:24]1[N:29]=[C:28]([N:30]2[CH2:35][CH2:34][NH:33][CH2:32][CH2:31]2)[CH:27]=[CH:26][CH:25]=1. Given the product [CH3:23][C:24]1[N:29]=[C:28]([N:30]2[CH2:35][CH2:34][N:33]([C:18]([C:12]3[S:13][C:14]4[CH2:15][CH2:16][O:17][C:8]5[CH:7]=[C:6]([C:4]6[CH:3]=[N:2][NH:1][CH:5]=6)[CH:22]=[CH:21][C:9]=5[C:10]=4[N:11]=3)=[O:20])[CH2:32][CH2:31]2)[CH:27]=[CH:26][CH:25]=1, predict the reactants needed to synthesize it. (2) Given the product [F:26][C:22]1[C:23]([F:25])=[CH:24][C:19]([C:16]2[CH:15]=[CH:14][C:13]([O:12][CH2:11][C:8]3[S:9][CH:10]=[C:6]([CH2:4][OH:3])[N:7]=3)=[CH:18][CH:17]=2)=[C:20]([O:27][CH3:28])[CH:21]=1, predict the reactants needed to synthesize it. The reactants are: C([O:3][C:4]([C:6]1[N:7]=[C:8]([CH2:11][O:12][C:13]2[CH:18]=[CH:17][C:16]([C:19]3[CH:24]=[C:23]([F:25])[C:22]([F:26])=[CH:21][C:20]=3[O:27][CH3:28])=[CH:15][CH:14]=2)[S:9][CH:10]=1)=O)C.[BH4-].[Li+].O.